Dataset: TCR-epitope binding with 47,182 pairs between 192 epitopes and 23,139 TCRs. Task: Binary Classification. Given a T-cell receptor sequence (or CDR3 region) and an epitope sequence, predict whether binding occurs between them. (1) The epitope is LPPAYTNSF. The TCR CDR3 sequence is CASSQDLGQTIMNTEAFF. Result: 1 (the TCR binds to the epitope). (2) The epitope is IVTDFSVIK. The TCR CDR3 sequence is CASSLSIYEQYF. Result: 0 (the TCR does not bind to the epitope). (3) The epitope is FRYMNSQGL. The TCR CDR3 sequence is CASSTRPTEMNTEAFF. Result: 0 (the TCR does not bind to the epitope).